Dataset: Full USPTO retrosynthesis dataset with 1.9M reactions from patents (1976-2016). Task: Predict the reactants needed to synthesize the given product. (1) Given the product [CH2:49]([N:51]([CH2:52][C:53]([NH:55][CH2:56][CH2:57][F:58])=[O:54])[C:21]([C:6]1[CH:7]=[C:8]2[C:3](=[CH:4][CH:5]=1)[N:2]([CH3:1])[C:14]1[CH2:13][CH2:12][CH:11]([CH:15]3[CH2:20][CH2:19][O:18][CH2:17][CH2:16]3)[CH2:10][C:9]2=1)=[O:23])[CH3:50], predict the reactants needed to synthesize it. The reactants are: [CH3:1][N:2]1[C:14]2[CH2:13][CH2:12][CH:11]([CH:15]3[CH2:20][CH2:19][O:18][CH2:17][CH2:16]3)[CH2:10][C:9]=2[C:8]2[C:3]1=[CH:4][CH:5]=[C:6]([C:21]([OH:23])=O)[CH:7]=2.CN(C(ON1N=NC2C=CC=NC1=2)=[N+](C)C)C.F[P-](F)(F)(F)(F)F.Cl.[CH2:49]([NH:51][CH2:52][C:53]([NH:55][CH2:56][CH2:57][F:58])=[O:54])[CH3:50].C(N(CC)C(C)C)(C)C. (2) Given the product [NH2:15][CH2:14][C:13]([NH:12][CH2:11][C@H:10]([NH:9][C:5]1[N:4]=[C:3]([N:2]([CH3:1])[C:31]2[CH:36]=[CH:35][N:34]=[C:33]([C:37]3[CH:42]=[CH:41][CH:40]=[CH:39][CH:38]=3)[N:32]=2)[CH:8]=[CH:7][N:6]=1)[CH2:24][C:25]1[CH:26]=[CH:27][CH:28]=[CH:29][CH:30]=1)=[O:23].[ClH:43], predict the reactants needed to synthesize it. The reactants are: [CH3:1][N:2]([C:31]1[CH:36]=[CH:35][N:34]=[C:33]([C:37]2[CH:42]=[CH:41][CH:40]=[CH:39][CH:38]=2)[N:32]=1)[C:3]1[CH:8]=[CH:7][N:6]=[C:5]([NH:9][C@H:10]([CH2:24][C:25]2[CH:30]=[CH:29][CH:28]=[CH:27][CH:26]=2)[CH2:11][NH:12][C:13](=[O:23])[CH2:14][NH:15]C(=O)OC(C)(C)C)[N:4]=1.[ClH:43]. (3) The reactants are: [CH3:1][O:2][CH2:3][C:4]1[CH:9]=[C:8]([C:10]([OH:12])=O)[CH:7]=[CH:6][C:5]=1[C:13]1[CH:18]=[CH:17][CH:16]=[CH:15][C:14]=1[CH3:19].O[N:21]=[C:22]([C:24]1[CH:29]=[CH:28][C:27]([CH2:30][OH:31])=[CH:26][CH:25]=1)[NH2:23]. Given the product [CH3:1][O:2][CH2:3][C:4]1[CH:9]=[C:8]([C:10]2[O:12][N:23]=[C:22]([C:24]3[CH:29]=[CH:28][C:27]([CH2:30][OH:31])=[CH:26][CH:25]=3)[N:21]=2)[CH:7]=[CH:6][C:5]=1[C:13]1[CH:18]=[CH:17][CH:16]=[CH:15][C:14]=1[CH3:19], predict the reactants needed to synthesize it. (4) The reactants are: C[O:2][C:3]([C:5]1[N:6]=[C:7]([CH2:15][CH2:16][S:17][CH3:18])[C:8]2[C:13]([CH:14]=1)=[CH:12][CH:11]=[CH:10][CH:9]=2)=[O:4].[Li+].[OH-].C1COCC1. Given the product [CH3:18][S:17][CH2:16][CH2:15][C:7]1[C:8]2[C:13](=[CH:12][CH:11]=[CH:10][CH:9]=2)[CH:14]=[C:5]([C:3]([OH:4])=[O:2])[N:6]=1, predict the reactants needed to synthesize it. (5) Given the product [CH3:1][S:2]([N:5]1[C:9]2=[CH:10][CH:11]=[C:12]3[C:17]([N:16]=[C:15]([C:18]4[CH:19]=[CH:20][C:21]([NH:22][C:44](=[O:45])[O:46][CH2:47][CH2:48][CH3:49])=[CH:23][CH:24]=4)[N:14]=[C:13]3[N:25]3[CH2:30][CH2:29][O:28][CH2:27][CH2:26]3)=[C:8]2[CH:7]=[CH:6]1)(=[O:4])=[O:3], predict the reactants needed to synthesize it. The reactants are: [CH3:1][S:2]([N:5]1[C:9]2=[CH:10][CH:11]=[C:12]3[C:17]([N:16]=[C:15]([C:18]4[CH:24]=[CH:23][C:21]([NH2:22])=[CH:20][CH:19]=4)[N:14]=[C:13]3[N:25]3[CH2:30][CH2:29][O:28][CH2:27][CH2:26]3)=[C:8]2[CH:7]=[CH:6]1)(=[O:4])=[O:3].ClC(Cl)(OC(=O)OC(Cl)(Cl)Cl)Cl.Cl[C:44]([O:46][CH2:47][CH2:48][CH3:49])=[O:45]. (6) The reactants are: C[O-].[Na+].[CH3:4][O:5][C:6]1[CH:25]=[CH:24][C:23]([O:26][CH3:27])=[CH:22][C:7]=1[C:8]([CH2:10][O:11][C:12]1[CH:21]=[CH:20][CH:19]=[CH:18][C:13]=1[C:14]([O:16]C)=O)=[O:9]. Given the product [CH3:4][O:5][C:6]1[CH:25]=[CH:24][C:23]([O:26][CH3:27])=[CH:22][C:7]=1[C:8]([C:10]1[O:11][C:12]2[CH:21]=[CH:20][CH:19]=[CH:18][C:13]=2[C:14]=1[OH:16])=[O:9], predict the reactants needed to synthesize it.